This data is from Reaction yield outcomes from USPTO patents with 853,638 reactions. The task is: Predict the reaction yield, written as a fraction of the theoretical maximum amount of product (1.0 means a 100% yield; for example, 0.34 means a 34% yield). (1) The reactants are [O:1]=[C:2]([NH:8][C:9]1[CH:14]=[CH:13][CH:12]=[C:11]([C:15]([F:18])([F:17])[F:16])[CH:10]=1)[CH2:3][C:4]([O:6]C)=[O:5].CO[CH:21](OC)[CH2:22][C:23](=O)[CH3:24].C[O-].[Na+].[OH-].[Na+].Cl. The catalyst is O.C(O)C. The product is [CH3:21][C:22]1[N:8]([C:9]2[CH:14]=[CH:13][CH:12]=[C:11]([C:15]([F:18])([F:17])[F:16])[CH:10]=2)[C:2](=[O:1])[C:3]([C:4]([OH:6])=[O:5])=[CH:24][CH:23]=1. The yield is 0.735. (2) The reactants are [CH2:1]([CH:3]([C:6]1[C:7]2[N:8]([C:13](I)=[C:14]([CH3:16])[N:15]=2)[N:9]=[C:10]([CH3:12])[CH:11]=1)[CH2:4][CH3:5])[CH3:2].[CH3:18][C:19]1[NH:20][CH2:21][S:22][CH:23]=1.C1(P(C2C=CC=CC=2)C2C=CC=CC=2)C=CC=CC=1.C(=O)([O-])[O-].[Cs+].[Cs+].N#N. The yield is 0.770. The catalyst is C1C=CC(/C=C/C(/C=C/C2C=CC=CC=2)=O)=CC=1.C1C=CC(/C=C/C(/C=C/C2C=CC=CC=2)=O)=CC=1.C1C=CC(/C=C/C(/C=C/C2C=CC=CC=2)=O)=CC=1.[Pd].[Pd].CN(C=O)C. The product is [CH2:1]([CH:3]([C:6]1[C:7]2[N:8]([C:13]([C:23]3[S:22][CH:21]=[N:20][C:19]=3[CH3:18])=[C:14]([CH3:16])[N:15]=2)[N:9]=[C:10]([CH3:12])[CH:11]=1)[CH2:4][CH3:5])[CH3:2]. (3) The reactants are [F:1][C:2]([F:20])([F:19])[C:3]([NH:5][C:6]1[CH:14]=[C:13]2[C:9]([CH:10]=[C:11](C(F)(F)F)[NH:12]2)=[CH:8][CH:7]=1)=[O:4].O.C([O-])([O-])=[O:23].[K+].[K+]. The catalyst is CO. The product is [F:1][C:2]([F:20])([F:19])[C:3]([OH:23])=[O:4].[F:1][C:2]([F:20])([F:19])[C:10]1[C:9]2[C:13](=[CH:14][C:6]([NH2:5])=[CH:7][CH:8]=2)[NH:12][CH:11]=1. The yield is 1.00. (4) The reactants are Br[C:2]1[S:3][CH:4]=[C:5]([CH2:7][O:8][N:9]=[C:10]([C:17]2[N:21]([CH3:22])[N:20]=[N:19][N:18]=2)[C:11]2[CH:16]=[CH:15][CH:14]=[CH:13][CH:12]=2)[N:6]=1.[CH:23](/B(O)O)=[CH:24]\[CH2:25][CH2:26][CH2:27][CH3:28].C([O-])([O-])=O.[Na+].[Na+]. The catalyst is C1C=CC([P]([Pd]([P](C2C=CC=CC=2)(C2C=CC=CC=2)C2C=CC=CC=2)([P](C2C=CC=CC=2)(C2C=CC=CC=2)C2C=CC=CC=2)[P](C2C=CC=CC=2)(C2C=CC=CC=2)C2C=CC=CC=2)(C2C=CC=CC=2)C2C=CC=CC=2)=CC=1.C1(C)C=CC=CC=1.C(O)C.O. The product is [CH:23](/[C:2]1[S:3][CH:4]=[C:5]([CH2:7][O:8][N:9]=[C:10]([C:17]2[N:21]([CH3:22])[N:20]=[N:19][N:18]=2)[C:11]2[CH:16]=[CH:15][CH:14]=[CH:13][CH:12]=2)[N:6]=1)=[CH:24]\[CH2:25][CH2:26][CH2:27][CH3:28]. The yield is 0.800.